This data is from Forward reaction prediction with 1.9M reactions from USPTO patents (1976-2016). The task is: Predict the product of the given reaction. (1) Given the reactants [I:1][C:2]1[C:6]([C:7]([O:9]CC)=[O:8])=[CH:5][N:4]([CH2:12][O:13][CH2:14][CH2:15][Si:16]([CH3:19])([CH3:18])[CH3:17])[N:3]=1.[OH-].[Na+], predict the reaction product. The product is: [I:1][C:2]1[C:6]([C:7]([OH:9])=[O:8])=[CH:5][N:4]([CH2:12][O:13][CH2:14][CH2:15][Si:16]([CH3:19])([CH3:18])[CH3:17])[N:3]=1. (2) Given the reactants [F:1][C:2]1[CH:7]=[CH:6][C:5]([CH:8]=[CH:9][C@H:10]2[O:14][C@@H:13]([N:15]3[CH:23]=[N:22][C:21]4[C:16]3=[N:17][CH:18]=[N:19][C:20]=4[NH:24][CH:25]3[CH2:29][CH2:28][O:27][CH2:26]3)[C@H:12]([OH:30])[C@@H:11]2[OH:31])=[CH:4][CH:3]=1, predict the reaction product. The product is: [F:1][C:2]1[CH:7]=[CH:6][C:5]([CH2:8][CH2:9][C@H:10]2[O:14][C@@H:13]([N:15]3[CH:23]=[N:22][C:21]4[C:16]3=[N:17][CH:18]=[N:19][C:20]=4[NH:24][CH:25]3[CH2:29][CH2:28][O:27][CH2:26]3)[C@H:12]([OH:30])[C@@H:11]2[OH:31])=[CH:4][CH:3]=1. (3) Given the reactants [CH3:1][Si:2]([CH3:52])([CH2:41][CH2:42][CH2:43][O:44][Si](CC)(CC)CC)[CH2:3][CH2:4][C:5]1[C:17]2[CH2:16][N:15]3[C:10](=[CH:11][C:12]4[C:22]([O:25][C:26](=[O:35])[O:27][CH2:28][C:29]5[CH:34]=[CH:33][CH:32]=[CH:31][CH:30]=5)([CH2:23][CH3:24])[C:21](=[O:36])[O:20][CH2:19][C:13]=4[C:14]3=[O:18])[C:9]=2[N:8]=[C:7]2[CH:37]=[CH:38][CH:39]=[CH:40][C:6]=12.F.N1C=CC=CC=1, predict the reaction product. The product is: [CH2:23]([C:22]1([O:25][C:26](=[O:35])[O:27][CH2:28][C:29]2[CH:30]=[CH:31][CH:32]=[CH:33][CH:34]=2)[C:12]2[CH:11]=[C:10]3[N:15]([C:14](=[O:18])[C:13]=2[CH2:19][O:20][C:21]1=[O:36])[CH2:16][C:17]1[C:5]([CH2:4][CH2:3][Si:2]([CH2:41][CH2:42][CH2:43][OH:44])([CH3:52])[CH3:1])=[C:6]2[CH:40]=[CH:39][CH:38]=[CH:37][C:7]2=[N:8][C:9]3=1)[CH3:24]. (4) Given the reactants [N:1]([C@@H:4]1[C:13]2[C:8](=[CH:9][CH:10]=[C:11]([Br:14])[CH:12]=2)[O:7][C:6]([CH3:19])([C:15]([F:18])([F:17])[F:16])[CH2:5]1)=[N+]=[N-].C1(P(C2C=CC=CC=2)C2C=CC=CC=2)C=CC=CC=1, predict the reaction product. The product is: [Br:14][C:11]1[CH:12]=[C:13]2[C:8](=[CH:9][CH:10]=1)[O:7][C:6]([CH3:19])([C:15]([F:16])([F:18])[F:17])[CH2:5][C@@H:4]2[NH2:1].